Predict the product of the given reaction. From a dataset of Forward reaction prediction with 1.9M reactions from USPTO patents (1976-2016). (1) Given the reactants C([O:4][C:5]1[C:10]2[CH:11]=[C:12]([CH3:14])[O:13][C:9]=2[CH:8]=[C:7]([C:15]([O:17][CH2:18][CH3:19])=[O:16])[CH:6]=1)(=O)C.C(=O)([O-])[O-].[K+].[K+], predict the reaction product. The product is: [OH:4][C:5]1[C:10]2[CH:11]=[C:12]([CH3:14])[O:13][C:9]=2[CH:8]=[C:7]([C:15]([O:17][CH2:18][CH3:19])=[O:16])[CH:6]=1. (2) Given the reactants [C:1]([C:4]1[C:9]([C:10]2[CH:15]=[CH:14][CH:13]=[CH:12][CH:11]=2)=[N:8][NH:7][C:6](=[O:16])[CH:5]=1)(=[O:3])[CH3:2].[C:17]1(B(O)O)[CH:22]=[CH:21][CH:20]=[CH:19][CH:18]=1.N1C=CC=CC=1.[NH4+].[OH-], predict the reaction product. The product is: [C:1]([C:4]1[C:9]([C:10]2[CH:11]=[CH:12][CH:13]=[CH:14][CH:15]=2)=[N:8][N:7]([C:17]2[CH:22]=[CH:21][CH:20]=[CH:19][CH:18]=2)[C:6](=[O:16])[CH:5]=1)(=[O:3])[CH3:2]. (3) Given the reactants I[C:2]1[C:6]2[CH:7]=[N:8][CH:9]=[CH:10][C:5]=2[N:4]([CH:11]([CH3:13])[CH3:12])[CH:3]=1.[Li]CCCC.[CH3:19][O:20][C:21]1[C:26]([N:27]([C:35]([O:37][C:38]([CH3:41])([CH3:40])[CH3:39])=[O:36])[C:28]([O:30][C:31]([CH3:34])([CH3:33])[CH3:32])=[O:29])=[CH:25][C:24]([C:42](=[O:47])N(OC)C)=[CH:23][N:22]=1, predict the reaction product. The product is: [CH:11]([N:4]1[C:5]2[CH:10]=[CH:9][N:8]=[CH:7][C:6]=2[C:2]([C:42]([C:24]2[CH:25]=[C:26]([N:27]([C:35]([O:37][C:38]([CH3:41])([CH3:40])[CH3:39])=[O:36])[C:28]([O:30][C:31]([CH3:32])([CH3:33])[CH3:34])=[O:29])[C:21]([O:20][CH3:19])=[N:22][CH:23]=2)=[O:47])=[CH:3]1)([CH3:13])[CH3:12].